From a dataset of Full USPTO retrosynthesis dataset with 1.9M reactions from patents (1976-2016). Predict the reactants needed to synthesize the given product. (1) Given the product [CH3:32][O:31][C:29](=[O:30])[CH2:28][CH2:27][C:24]1[CH:25]=[CH:26][C:21]([O:20][C:17]2[CH:16]=[CH:15][C:14]([CH2:13][CH:9]([NH:8][C:6]([O:5][C:1]([CH3:2])([CH3:3])[CH3:4])=[O:7])[C:10]([N:73]3[CH2:74][CH2:75][N:70]([C:67](=[O:69])[CH3:68])[CH2:71][CH2:72]3)=[O:11])=[CH:19][CH:18]=2)=[CH:22][CH:23]=1, predict the reactants needed to synthesize it. The reactants are: [C:1]([O:5][C:6]([NH:8][CH:9]([CH2:13][C:14]1[CH:19]=[CH:18][C:17]([O:20][C:21]2[CH:26]=[CH:25][C:24]([CH2:27][CH2:28][C:29]([O:31][CH3:32])=[O:30])=[CH:23][CH:22]=2)=[CH:16][CH:15]=1)[C:10](O)=[O:11])=[O:7])([CH3:4])([CH3:3])[CH3:2].C(N(CC)CC)C.CN([P+](ON1N=NC2C=CC=CC1=2)(N(C)C)N(C)C)C.F[P-](F)(F)(F)(F)F.[C:67]([N:70]1[CH2:75][CH2:74][NH:73][CH2:72][CH2:71]1)(=[O:69])[CH3:68]. (2) Given the product [Br:19][C:20]1[CH:21]=[CH:22][C:23]([O:26][CH2:12][C:11]2[CH:14]=[CH:15][CH:16]=[C:9]([C:8]([F:18])([F:17])[F:7])[CH:10]=2)=[N:24][CH:25]=1, predict the reactants needed to synthesize it. The reactants are: C([O-])([O-])=O.[K+].[K+].[F:7][C:8]([F:18])([F:17])[C:9]1[CH:10]=[C:11]([CH:14]=[CH:15][CH:16]=1)[CH2:12]Br.[Br:19][C:20]1[CH:21]=[CH:22][C:23]([OH:26])=[N:24][CH:25]=1. (3) Given the product [N:20]1([CH:26]2[CH2:27][CH2:28][CH:29]([NH:32][C:2]3[C:3]4[C:4]5[CH2:5][N:6]([C:15](=[O:17])[CH3:16])[CH2:7][CH2:8][C:9]=5[S:10][C:11]=4[N:12]=[CH:13][N:14]=3)[CH2:30][CH2:31]2)[CH2:21][CH2:22][O:23][CH2:24][CH2:25]1, predict the reactants needed to synthesize it. The reactants are: Cl[C:2]1[C:3]2[C:4]3[CH2:5][N:6]([C:15](=[O:17])[CH3:16])[CH2:7][CH2:8][C:9]=3[S:10][C:11]=2[N:12]=[CH:13][N:14]=1.Cl.Cl.[N:20]1([C@H:26]2[CH2:31][CH2:30][C@H:29]([NH2:32])[CH2:28][CH2:27]2)[CH2:25][CH2:24][O:23][CH2:22][CH2:21]1.